From a dataset of Reaction yield outcomes from USPTO patents with 853,638 reactions. Predict the reaction yield, written as a fraction of the theoretical maximum amount of product (1.0 means a 100% yield; for example, 0.34 means a 34% yield). (1) The reactants are [CH2:1]([C:3]1[CH:8]=[C:7]([CH2:9][CH3:10])[N:6]2[N:11]=[C:12]([S:14][CH3:15])[N:13]=[C:5]2[N:4]=1)[CH3:2].C(O)(=[O:18])C.OO.[OH2:22]. The catalyst is O.O.[O-][W]([O-])(=O)=O.[Na+].[Na+]. The product is [CH3:15][S:14]([C:12]1[N:13]=[C:5]2[N:4]=[C:3]([CH2:1][CH3:2])[CH:8]=[C:7]([CH2:9][CH3:10])[N:6]2[N:11]=1)(=[O:18])=[O:22]. The yield is 0.970. (2) The reactants are [OH-].[K+:2].[CH3:3][NH:4][CH2:5][CH2:6][S:7]([OH:10])(=[O:9])=[O:8]. The catalyst is O. The product is [K+:2].[CH3:3][NH:4][CH2:5][CH2:6][S:7]([O-:10])(=[O:9])=[O:8]. The yield is 0.500. (3) The reactants are [Br:1][C:2]1[CH:18]=[C:17](/[CH:19]=[CH:20]/[CH:21]([C:26]2[CH:31]=[C:30]([Cl:32])[C:29]([Cl:33])=[C:28]([Cl:34])[CH:27]=2)[C:22]([F:25])([F:24])[F:23])[CH:16]=[CH:15][C:3]=1[C:4]([NH:6][CH2:7][C:8]([O:10]C(C)(C)C)=[O:9])=[O:5].C(O)(C(F)(F)F)=O. The catalyst is C(Cl)Cl. The product is [Br:1][C:2]1[CH:18]=[C:17](/[CH:19]=[CH:20]/[CH:21]([C:26]2[CH:31]=[C:30]([Cl:32])[C:29]([Cl:33])=[C:28]([Cl:34])[CH:27]=2)[C:22]([F:24])([F:25])[F:23])[CH:16]=[CH:15][C:3]=1[C:4]([NH:6][CH2:7][C:8]([OH:10])=[O:9])=[O:5]. The yield is 0.780. (4) The reactants are [Br:1][C:2]1[CH:10]=[C:9]2[C:5]([CH:6]([CH3:22])[N:7]([C@@H:12]([C:14]3[CH:19]=[CH:18][C:17]([O:20][CH3:21])=[CH:16][CH:15]=3)[CH3:13])[C:8]2=[O:11])=[CH:4][CH:3]=1.Cl[C:24]1[C:29]([F:30])=[CH:28][N:27]=[CH:26][N:25]=1.C[Si](C)(C)[N-][Si](C)(C)C.[K+].Cl. The catalyst is O1CCCC1.O.COC(C)(C)C. The product is [Br:1][C:2]1[CH:10]=[C:9]2[C:5]([C:6]([C:24]3[C:29]([F:30])=[CH:28][N:27]=[CH:26][N:25]=3)([CH3:22])[N:7]([C@@H:12]([C:14]3[CH:15]=[CH:16][C:17]([O:20][CH3:21])=[CH:18][CH:19]=3)[CH3:13])[C:8]2=[O:11])=[CH:4][CH:3]=1. The yield is 0.430.